This data is from CYP1A2 inhibition data for predicting drug metabolism from PubChem BioAssay. The task is: Regression/Classification. Given a drug SMILES string, predict its absorption, distribution, metabolism, or excretion properties. Task type varies by dataset: regression for continuous measurements (e.g., permeability, clearance, half-life) or binary classification for categorical outcomes (e.g., BBB penetration, CYP inhibition). Dataset: cyp1a2_veith. (1) The molecule is CCCCCC[C@@H]([C@H](C)O)n1cnc2c(N)ncnc21. The result is 0 (non-inhibitor). (2) The compound is Cc1ccc(CS(=O)(=O)CCC(=O)NCCCOC(C)C)cc1. The result is 0 (non-inhibitor). (3) The compound is C=CCNC(=S)N/N=C/c1ccc(OCc2ccccc2)cc1. The result is 1 (inhibitor). (4) The compound is Cn1cc(C(=O)c2ccc(Cl)cc2)cc1-c1nc2ccccc2n1C. The result is 1 (inhibitor). (5) The drug is COc1ccc(Oc2ncc3ncc(=O)n(Cc4cccc(OC)c4)c3n2)cc1. The result is 1 (inhibitor). (6) The drug is CCCc1cc2c(n1Cc1cc(F)cc(F)c1)C(C)C1CN(C(=O)c3ccccc3)C(C)(C(=O)OC)C21. The result is 0 (non-inhibitor). (7) The molecule is O=C(NC(N1CCCC1)C(Cl)(Cl)Cl)c1ccccc1. The result is 1 (inhibitor). (8) The compound is Cc1ccc(C(=O)COC(=O)c2ccccc2N2C(=O)C3C4CCC(C4)C3C2=O)cc1C. The result is 0 (non-inhibitor). (9) The drug is Cc1ccc(NC(=O)NNC(=O)Cn2nc(-c3ccccc3)c(-c3ccccc3)c(C#N)c2=O)cc1. The result is 0 (non-inhibitor). (10) The compound is CNc1ncnc2ccc(-c3ccccc3C)cc12. The result is 1 (inhibitor).